Dataset: Forward reaction prediction with 1.9M reactions from USPTO patents (1976-2016). Task: Predict the product of the given reaction. (1) The product is: [ClH:32].[F:1][C:2]1[CH:3]=[C:4]([C:13]2[N:17]([C:18]3[CH:19]=[CH:20][C:21]([S:24]([NH2:27])(=[O:26])=[O:25])=[N:22][CH:23]=3)[N:16]=[C:15]([C:28]([F:30])([F:31])[F:29])[CH:14]=2)[CH:5]=[CH:6][C:7]=1[C:8]1[S:12][CH:11]=[N:10][CH:9]=1. Given the reactants [F:1][C:2]1[CH:3]=[C:4]([C:13]2[N:17]([C:18]3[CH:19]=[CH:20][C:21]([S:24]([NH2:27])(=[O:26])=[O:25])=[N:22][CH:23]=3)[N:16]=[C:15]([C:28]([F:31])([F:30])[F:29])[CH:14]=2)[CH:5]=[CH:6][C:7]=1[C:8]1[S:12][CH:11]=[N:10][CH:9]=1.[ClH:32].CO, predict the reaction product. (2) Given the reactants C(OC([N:11]1[CH2:16][CH2:15][CH:14]([C:17]2[NH:18][C:19]([C:31]3[CH:36]=[CH:35][CH:34]=[C:33]([CH3:37])[N:32]=3)=[C:20]([C:22]3[CH:30]=[CH:29][C:25]4[O:26][CH2:27][O:28][C:24]=4[CH:23]=3)[N:21]=2)[CH2:13][CH2:12]1)=O)C1C=CC=CC=1, predict the reaction product. The product is: [O:26]1[C:25]2[CH:29]=[CH:30][C:22]([C:20]3[N:21]=[C:17]([CH:14]4[CH2:13][CH2:12][NH:11][CH2:16][CH2:15]4)[NH:18][C:19]=3[C:31]3[CH:36]=[CH:35][CH:34]=[C:33]([CH3:37])[N:32]=3)=[CH:23][C:24]=2[O:28][CH2:27]1.